From a dataset of Forward reaction prediction with 1.9M reactions from USPTO patents (1976-2016). Predict the product of the given reaction. Given the reactants [N+:1]([C:4]1[CH:23]=[CH:22][C:7]([C:8]([O:10][C@H:11]2[C:15]3[N:16]=[CH:17][N:18]=[C:19](Cl)[C:14]=3[C@H:13]([CH3:21])[CH2:12]2)=[O:9])=[CH:6][CH:5]=1)([O-:3])=[O:2].[CH2:24]([N:31]1[CH2:36][CH2:35][C:34]2([C:44]3[C:39](=[CH:40][CH:41]=[CH:42][C:43]=3[CH2:45][NH:46][C:47](=[O:53])[O:48][C:49]([CH3:52])([CH3:51])[CH3:50])[NH:38][CH2:37]2)[CH2:33][CH2:32]1)[C:25]1[CH:30]=[CH:29][CH:28]=[CH:27][CH:26]=1, predict the reaction product. The product is: [N+:1]([C:4]1[CH:23]=[CH:22][C:7]([C:8]([O:10][C@H:11]2[C:15]3[N:16]=[CH:17][N:18]=[C:19]([N:38]4[C:39]5[C:44](=[C:43]([CH2:45][NH:46][C:47]([O:48][C:49]([CH3:52])([CH3:51])[CH3:50])=[O:53])[CH:42]=[CH:41][CH:40]=5)[C:34]5([CH2:35][CH2:36][N:31]([CH2:24][C:25]6[CH:30]=[CH:29][CH:28]=[CH:27][CH:26]=6)[CH2:32][CH2:33]5)[CH2:37]4)[C:14]=3[C@H:13]([CH3:21])[CH2:12]2)=[O:9])=[CH:6][CH:5]=1)([O-:3])=[O:2].